This data is from Forward reaction prediction with 1.9M reactions from USPTO patents (1976-2016). The task is: Predict the product of the given reaction. (1) Given the reactants [CH3:1][C:2]1[CH:3]=[C:4]([CH:6]=[CH:7][C:8]=1[I:9])[NH2:5].C(N(C(C)C)CC)(C)C.[Cl:19][C:20]1[CH:28]=[CH:27][C:23]([C:24](Cl)=[O:25])=[CH:22][N:21]=1, predict the reaction product. The product is: [Cl:19][C:20]1[CH:28]=[CH:27][C:23]([C:24]([NH:5][C:4]2[CH:6]=[CH:7][C:8]([I:9])=[C:2]([CH3:1])[CH:3]=2)=[O:25])=[CH:22][N:21]=1. (2) The product is: [CH:1]1([N:5]2[CH2:6][CH2:7][N:8]([C:11]([C:13]3[CH:14]=[C:15]4[C:19](=[CH:20][CH:21]=3)[N:18]([C:38]3[CH:39]=[C:34]([CH:35]=[CH:36][CH:37]=3)[C:32]#[N:33])[C:17]([C:22]([N:24]3[CH2:29][CH2:28][S:27](=[O:30])(=[O:31])[CH2:26][CH2:25]3)=[O:23])=[CH:16]4)=[O:12])[CH2:9][CH2:10]2)[CH2:2][CH2:3][CH2:4]1. Given the reactants [CH:1]1([N:5]2[CH2:10][CH2:9][N:8]([C:11]([C:13]3[CH:14]=[C:15]4[C:19](=[CH:20][CH:21]=3)[NH:18][C:17]([C:22]([N:24]3[CH2:29][CH2:28][S:27](=[O:31])(=[O:30])[CH2:26][CH2:25]3)=[O:23])=[CH:16]4)=[O:12])[CH2:7][CH2:6]2)[CH2:4][CH2:3][CH2:2]1.[C:32]([C:34]1[CH:35]=[C:36](B(O)O)[CH:37]=[CH:38][CH:39]=1)#[N:33].N1C=CC=CC=1, predict the reaction product. (3) The product is: [Br:1][C:2]1[CH:3]=[CH:4][C:5]([O:11][CH2:12][C:13]2[CH:18]=[CH:17][CH:16]=[CH:15][CH:14]=2)=[C:6]([CH:10]=1)[C:7]([NH:39][C:35]1[CH:36]=[CH:37][CH:38]=[C:33]([O:32][CH3:31])[CH:34]=1)=[O:9]. Given the reactants [Br:1][C:2]1[CH:3]=[CH:4][C:5]([O:11][CH2:12][C:13]2[CH:18]=[CH:17][CH:16]=[CH:15][CH:14]=2)=[C:6]([CH:10]=1)[C:7]([OH:9])=O.C1N=CN(C(N2C=NC=C2)=O)C=1.[CH3:31][O:32][C:33]1[CH:34]=[C:35]([NH2:39])[CH:36]=[CH:37][CH:38]=1, predict the reaction product. (4) Given the reactants [N:1]1[S:2][N:3]=[C:4]2[C:9]([NH:10][C:11]3[N:18]=[CH:17][CH:16]=[CH:15][C:12]=3[CH:13]=O)=[CH:8][CH:7]=[CH:6][C:5]=12.[N:19]1[CH:24]=[CH:23][C:22]([CH2:25][CH2:26][CH2:27][CH2:28][C:29](OCC)=[O:30])=[CH:21][CH:20]=1.[Li+].CC([N-]C(C)C)C, predict the reaction product. The product is: [N:1]1[S:2][N:3]=[C:4]2[C:9]([N:10]3[C:11]4[C:12](=[CH:15][CH:16]=[CH:17][N:18]=4)[CH:13]=[C:28]([CH2:27][CH2:26][CH2:25][C:22]4[CH:21]=[CH:20][N:19]=[CH:24][CH:23]=4)[C:29]3=[O:30])=[CH:8][CH:7]=[CH:6][C:5]=12. (5) Given the reactants [C:1]1([CH:8]=[CH:7][CH:6]=[C:4]([OH:5])[CH:3]=1)[OH:2].[CH2:9]=[O:10], predict the reaction product. The product is: [C:1]1([CH:8]=[CH:7][CH:6]=[C:4]([OH:5])[CH:3]=1)[OH:2].[CH2:9]=[O:10]. (6) Given the reactants [C:1]([C:3]1[C:4]([N:22]2[CH2:27][CH2:26][CH:25]([C:28](O)=[O:29])[CH2:24][CH2:23]2)=[N:5][C:6]([CH2:14][N:15]2[CH2:20][CH2:19][CH2:18][CH2:17][C:16]2=[O:21])=[C:7]([C:9]([CH:11]2[CH2:13][CH2:12]2)=[O:10])[CH:8]=1)#[N:2].[CH:31]1([CH2:36][S:37]([NH2:40])(=[O:39])=[O:38])[CH2:35][CH2:34][CH2:33][CH2:32]1, predict the reaction product. The product is: [C:1]([C:3]1[C:4]([N:22]2[CH2:27][CH2:26][CH:25]([C:28]([NH:40][S:37]([CH2:36][CH:31]3[CH2:35][CH2:34][CH2:33][CH2:32]3)(=[O:39])=[O:38])=[O:29])[CH2:24][CH2:23]2)=[N:5][C:6]([CH2:14][N:15]2[CH2:20][CH2:19][CH2:18][CH2:17][C:16]2=[O:21])=[C:7]([C:9]([CH:11]2[CH2:12][CH2:13]2)=[O:10])[CH:8]=1)#[N:2]. (7) The product is: [F:11][C:12]1[CH:25]=[CH:24][C:15]([CH:16]=[C:17]2[S:21][C:20](=[O:22])[NH:19][C:18]2=[O:23])=[CH:14][C:13]=1[C:26]1[CH:31]=[N:30][CH:29]=[C:28]([N:32]2[CH2:38][CH2:37][CH2:36][N:35]([C:39](=[O:47])[C:40]3[CH:45]=[CH:44][CH:43]=[CH:42][C:41]=3[F:46])[CH2:34][CH2:33]2)[N:27]=1. Given the reactants FC1C=CC=CC=1C(Cl)=O.[F:11][C:12]1[CH:25]=[CH:24][C:15](/[CH:16]=[C:17]2/[C:18](=[O:23])[NH:19][C:20](=[O:22])[S:21]/2)=[CH:14][C:13]=1[C:26]1[CH:31]=[N:30][CH:29]=[C:28]([N:32]2[CH2:38][CH2:37][CH2:36][N:35]([C:39](=[O:47])[C:40]3[CH:45]=[CH:44][CH:43]=[CH:42][C:41]=3[F:46])[CH2:34][CH2:33]2)[N:27]=1, predict the reaction product. (8) Given the reactants C1(P(C2CCCCC2)C2C=CC=CC=2C2C(OC)=CC=CC=2OC)CCCCC1.Cl[C:31]1[CH:43]=[C:42]([CH3:44])[C:41]2[C:40]3[C:35](=[CH:36][CH:37]=[CH:38][CH:39]=3)[C:34]([CH3:46])([CH3:45])[C:33]=2[CH:32]=1.[CH3:47][C:48]1([CH3:64])[C:52]([CH3:54])([CH3:53])[O:51][B:50]([B:50]2[O:51][C:52]([CH3:54])([CH3:53])[C:48]([CH3:64])([CH3:47])[O:49]2)[O:49]1.C([O-])(=O)C.[K+], predict the reaction product. The product is: [CH3:47][C:48]1([CH3:64])[C:52]([CH3:54])([CH3:53])[O:51][B:50]([C:31]2[CH:43]=[C:42]([CH3:44])[C:41]3[C:40]4[C:35](=[CH:36][CH:37]=[CH:38][CH:39]=4)[C:34]([CH3:46])([CH3:45])[C:33]=3[CH:32]=2)[O:49]1. (9) Given the reactants [C:1]([NH:5][C:6]([NH:8][C:9]1[C:10]([CH3:28])=[CH:11][C:12]2[O:16][CH2:15][C@H:14]([C:17]3[CH:22]=[CH:21][C:20]([CH:23]([CH3:25])[CH3:24])=[CH:19][CH:18]=3)[C:13]=2[C:26]=1[CH3:27])=[O:7])([CH3:4])([CH3:3])[CH3:2].[C:29](OCC)(=[O:31])C.CCCCCC, predict the reaction product. The product is: [C:1]([NH:5][C:6]([NH:8][C:9]1[C:10]([CH3:28])=[C:11]([CH:29]=[O:31])[C:12]2[O:16][CH2:15][C@H:14]([C:17]3[CH:18]=[CH:19][C:20]([CH:23]([CH3:24])[CH3:25])=[CH:21][CH:22]=3)[C:13]=2[C:26]=1[CH3:27])=[O:7])([CH3:2])([CH3:3])[CH3:4]. (10) Given the reactants C([O-])(=O)C.[O:5]=[C:6]1[C:14]2[C:9](=[CH:10][CH:11]=[CH:12][CH:13]=2)[C:8](=[O:15])[N:7]1[CH2:16][CH2:17][NH2+:18][CH2:19][CH2:20][N:21]1[C:29](=[O:30])[C:28]2[C:23](=[CH:24][CH:25]=[CH:26][CH:27]=2)[C:22]1=[O:31].CN(C)C(N(C)C)=N.[C:40]1(=[O:47])[O:46][C:44](=[O:45])[CH2:43][O:42][CH2:41]1, predict the reaction product. The product is: [O:31]=[C:22]1[C:23]2[C:28](=[CH:27][CH:26]=[CH:25][CH:24]=2)[C:29](=[O:30])[N:21]1[CH2:20][CH2:19][N:18]([CH2:17][CH2:16][N:7]1[C:8](=[O:15])[C:9]2[C:14](=[CH:13][CH:12]=[CH:11][CH:10]=2)[C:6]1=[O:5])[C:44]([CH2:43][O:42][CH2:41][C:40]([OH:47])=[O:46])=[O:45].